Dataset: NCI-60 drug combinations with 297,098 pairs across 59 cell lines. Task: Regression. Given two drug SMILES strings and cell line genomic features, predict the synergy score measuring deviation from expected non-interaction effect. (1) Drug 1: CCCS(=O)(=O)NC1=C(C(=C(C=C1)F)C(=O)C2=CNC3=C2C=C(C=N3)C4=CC=C(C=C4)Cl)F. Drug 2: CC1=CC2C(CCC3(C2CCC3(C(=O)C)OC(=O)C)C)C4(C1=CC(=O)CC4)C. Cell line: MOLT-4. Synergy scores: CSS=32.4, Synergy_ZIP=28.4, Synergy_Bliss=28.5, Synergy_Loewe=25.3, Synergy_HSA=26.2. (2) Drug 1: C1=NC2=C(N=C(N=C2N1C3C(C(C(O3)CO)O)F)Cl)N. Drug 2: CC1C(C(CC(O1)OC2CC(CC3=C2C(=C4C(=C3O)C(=O)C5=C(C4=O)C(=CC=C5)OC)O)(C(=O)CO)O)N)O.Cl. Cell line: SNB-75. Synergy scores: CSS=29.3, Synergy_ZIP=-1.51, Synergy_Bliss=0.163, Synergy_Loewe=-1.27, Synergy_HSA=1.42. (3) Drug 1: CCCCCOC(=O)NC1=NC(=O)N(C=C1F)C2C(C(C(O2)C)O)O. Drug 2: CS(=O)(=O)CCNCC1=CC=C(O1)C2=CC3=C(C=C2)N=CN=C3NC4=CC(=C(C=C4)OCC5=CC(=CC=C5)F)Cl. Cell line: SK-MEL-28. Synergy scores: CSS=-8.86, Synergy_ZIP=-1.48, Synergy_Bliss=-9.98, Synergy_Loewe=-8.99, Synergy_HSA=-11.1.